From a dataset of Catalyst prediction with 721,799 reactions and 888 catalyst types from USPTO. Predict which catalyst facilitates the given reaction. (1) Reactant: [Br:1][C:2]1[CH:7]=[CH:6][C:5]([NH:8][C:9](=O)[CH3:10])=[C:4]([C:12]([F:15])([F:14])[F:13])[CH:3]=1.C(Cl)Cl.[N-:19]=[N+:20]=[N-:21].[Na+].FC(F)(F)S(OS(C(F)(F)F)(=O)=O)(=O)=O. Product: [Br:1][C:2]1[CH:7]=[CH:6][C:5]([N:8]2[C:9]([CH3:10])=[N:21][N:20]=[N:19]2)=[C:4]([C:12]([F:15])([F:14])[F:13])[CH:3]=1. The catalyst class is: 10. (2) Reactant: [O:1]1[CH:5]=[CH:4][N:3]=[CH:2]1.B.C1COCC1.[Li]CCCC.CC(S([N:23]=[C:24]1[CH2:27][O:26][CH2:25]1)=O)(C)C.Cl.O1CCOCC1.[Cl:35][C:36]1[C:37]([O:45][CH2:46][CH:47]2[CH2:49][CH2:48]2)=[CH:38][C:39]([C:42](O)=[O:43])=[N:40][CH:41]=1. Product: [O:1]1[CH:5]=[CH:4][N:3]=[C:2]1[C:24]1([NH:23][C:42]([C:39]2[CH:38]=[C:37]([O:45][CH2:46][CH:47]3[CH2:48][CH2:49]3)[C:36]([Cl:35])=[CH:41][N:40]=2)=[O:43])[CH2:25][O:26][CH2:27]1. The catalyst class is: 36.